From a dataset of Full USPTO retrosynthesis dataset with 1.9M reactions from patents (1976-2016). Predict the reactants needed to synthesize the given product. (1) Given the product [Cl:27][C:19]1[CH:18]=[C:17]([C@@H:10]([CH2:11][CH:12]2[CH2:16][CH2:15][CH2:14][CH2:13]2)[C:9]([NH:8][C:5]2[CH:4]=[N:3][C:2]([S:29][CH2:30][CH2:35][OH:36])=[CH:7][N:6]=2)=[O:28])[CH:22]=[CH:21][C:20]=1[S:23]([CH3:26])(=[O:25])=[O:24], predict the reactants needed to synthesize it. The reactants are: Br[C:2]1[N:3]=[CH:4][C:5]([NH:8][C:9](=[O:28])[C@@H:10]([C:17]2[CH:22]=[CH:21][C:20]([S:23]([CH3:26])(=[O:25])=[O:24])=[C:19]([Cl:27])[CH:18]=2)[CH2:11][CH:12]2[CH2:16][CH2:15][CH2:14][CH2:13]2)=[N:6][CH:7]=1.[SH:29][CH:30](O)C.CN(C)[CH:35]=[O:36]. (2) The reactants are: [H-].[Na+].[C:3]([CH2:5]P(=O)(OCC)OCC)#[N:4].[CH2:14]([N:18]([CH2:38][CH2:39][CH2:40][CH3:41])[C:19]1[CH:24]=[CH:23][C:22]([CH:25]=[CH:26][C:27]2[CH2:32][C:31]([CH3:34])([CH3:33])[CH2:30][C:29](=O)[CH:28]=2)=[C:21]([O:36][CH3:37])[CH:20]=1)[CH2:15][CH2:16][CH3:17].O. Given the product [CH2:38]([N:18]([CH2:14][CH2:15][CH2:16][CH3:17])[C:19]1[CH:24]=[CH:23][C:22]([CH:25]=[CH:26][C:27]2[CH2:32][C:31]([CH3:34])([CH3:33])[CH2:30][C:29](=[CH:5][C:3]#[N:4])[CH:28]=2)=[C:21]([O:36][CH3:37])[CH:20]=1)[CH2:39][CH2:40][CH3:41], predict the reactants needed to synthesize it. (3) Given the product [Br:1][C:2]1[C:7]([O:8][CH2:12][C:11]([NH2:14])=[O:13])=[CH:6][CH:5]=[CH:4][N:3]=1, predict the reactants needed to synthesize it. The reactants are: [Br:1][C:2]1[C:7]([OH:8])=[CH:6][CH:5]=[CH:4][N:3]=1.[H-].[Na+].[C:11]([NH2:14])(=[O:13])[CH3:12]. (4) Given the product [N+:13]([C:10]1[CH:11]=[CH:12][C:7](/[CH:6]=[CH:5]/[C@H:2]2[CH2:3][O:4][C:22]([NH2:21])=[N:1]2)=[CH:8][CH:9]=1)([O-:15])=[O:14], predict the reactants needed to synthesize it. The reactants are: [NH2:1][C@@H:2](/[CH:5]=[CH:6]/[C:7]1[CH:12]=[CH:11][C:10]([N+:13]([O-:15])=[O:14])=[CH:9][CH:8]=1)[CH2:3][OH:4].C([O-])(=O)C.[Na+].[N:21]#[C:22]Br.N. (5) The reactants are: C[O:2][C:3](=[O:29])/[CH:4]=[CH:5]/[C:6]1[CH:7]=[C:8]2[C:25](=[CH:26][CH:27]=1)[O:24][C:11]1([CH2:16][CH2:15][N:14]([C:17](OC(C)(C)C)=O)[CH2:13][CH2:12]1)[CH2:10][C:9]2=[O:28].C([O-])([O-])=O.[K+].[K+].[CH:36]1(Br)[CH2:40]C[CH2:38][CH2:37]1. Given the product [CH:17]1([N:14]2[CH2:15][CH2:16][C:11]3([CH2:10][C:9](=[O:28])[C:8]4[C:25](=[CH:26][CH:27]=[C:6](/[CH:5]=[CH:4]/[C:3]([OH:2])=[O:29])[CH:7]=4)[O:24]3)[CH2:12][CH2:13]2)[CH2:38][CH2:37][CH2:36][CH2:40]1, predict the reactants needed to synthesize it.